From a dataset of Forward reaction prediction with 1.9M reactions from USPTO patents (1976-2016). Predict the product of the given reaction. (1) Given the reactants C1C(=O)N([Cl:8])C(=O)C1.[CH3:9][C:10]1[S:14][C:13]([C:15]([O:17]C)=[O:16])=[CH:12][C:11]=1[C:19]1[N:23]([CH3:24])[N:22]=[CH:21][CH:20]=1.[OH-].[Na+], predict the reaction product. The product is: [Cl:8][C:20]1[CH:21]=[N:22][N:23]([CH3:24])[C:19]=1[C:11]1[CH:12]=[C:13]([C:15]([OH:17])=[O:16])[S:14][C:10]=1[CH3:9]. (2) Given the reactants [CH3:1][O:2][C:3]1[CH:4]=[C:5]([C:12]2[CH2:13][CH2:14][N:15]([CH2:18][CH2:19][CH3:20])[CH2:16][CH:17]=2)[CH:6]=[CH:7][C:8]=1[N+:9]([O-])=O.CO, predict the reaction product. The product is: [CH3:1][O:2][C:3]1[CH:4]=[C:5]([CH:12]2[CH2:17][CH2:16][N:15]([CH2:18][CH2:19][CH3:20])[CH2:14][CH2:13]2)[CH:6]=[CH:7][C:8]=1[NH2:9]. (3) Given the reactants Cl[C:2]1[N:7]=[C:6]([C:8]([N:10]2[CH2:15][CH2:14][CH:13]([N:16]3[CH2:20][CH2:19][CH2:18][CH2:17]3)[CH2:12][CH2:11]2)=[O:9])[C:5]([CH3:21])=[CH:4][C:3]=1[C:22]1[CH:27]=[CH:26][CH:25]=[C:24]([C:28]([F:31])([F:30])[F:29])[CH:23]=1.[N-:32]=[N+:33]=[N-:34].[Na+], predict the reaction product. The product is: [CH3:21][C:5]1[CH:4]=[C:3]([C:22]2[CH:27]=[CH:26][CH:25]=[C:24]([C:28]([F:31])([F:30])[F:29])[CH:23]=2)[C:2]2[N:7]([N:32]=[N:33][N:34]=2)[C:6]=1[C:8]([N:10]1[CH2:15][CH2:14][CH:13]([N:16]2[CH2:20][CH2:19][CH2:18][CH2:17]2)[CH2:12][CH2:11]1)=[O:9]. (4) Given the reactants [CH2:1]([O:5][C:6]([NH:8][CH2:9][CH2:10][C:11](O)=O)=[O:7])[CH2:2][CH2:3][CH3:4].C(=O)([O-])[O-].[Cs+].[Cs+].[C:20]([O-])(=O)[CH3:21].[NH4+:24].O.[C:26]1(C)[C:27]([CH3:32])=[CH:28][CH:29]=[CH:30][CH:31]=1, predict the reaction product. The product is: [C:30]1([C:20]2[CH:21]=[CH:4][CH:3]=[CH:2][CH:1]=2)[CH:31]=[CH:26][C:27]([C:32]2[N:24]=[C:11]([CH2:10][CH2:9][NH:8][C:6](=[O:7])[O:5][CH2:1][CH2:2][CH2:3][CH3:4])[NH:8][C:9]=2[CH3:10])=[CH:28][CH:29]=1. (5) Given the reactants [C:1]([N:5]1[C:9](=[O:10])[C:8]([NH:11][CH2:12][CH2:13][CH2:14][CH2:15][C:16]2[CH:21]=[CH:20][CH:19]=[CH:18][CH:17]=2)=[C:7]([C:22]2[CH:27]=[CH:26][CH:25]=[CH:24][CH:23]=2)[S:6]1(=[O:29])=[O:28])([CH3:4])(C)[CH3:2].Br[CH:31]1CCC[CH2:32]1, predict the reaction product. The product is: [CH:1]1([N:5]2[C:9](=[O:10])[C:8]([NH:11][CH2:12][CH2:13][CH2:14][CH2:15][C:16]3[CH:21]=[CH:20][CH:19]=[CH:18][CH:17]=3)=[C:7]([C:22]3[CH:27]=[CH:26][CH:25]=[CH:24][CH:23]=3)[S:6]2(=[O:29])=[O:28])[CH2:2][CH2:32][CH2:31][CH2:4]1. (6) Given the reactants [CH:1]1([C:4]([C:6]2[CH:7]=[N:8][C:9]3[C:14]([C:15]=2[NH:16][CH:17]2[CH2:22][CH2:21][C:20]([N:24](CC=C)CC=C)([CH3:23])[CH2:19][CH2:18]2)=[CH:13][C:12]([C:31]2[CH:36]=[C:35]([Cl:37])[C:34]([OH:38])=[C:33]([Cl:39])[CH:32]=2)=[CH:11][CH:10]=3)=[O:5])[CH2:3][CH2:2]1, predict the reaction product. The product is: [NH2:24][C:20]1([CH3:23])[CH2:19][CH2:18][CH:17]([NH:16][C:15]2[C:14]3[C:9](=[CH:10][CH:11]=[C:12]([C:31]4[CH:36]=[C:35]([Cl:37])[C:34]([OH:38])=[C:33]([Cl:39])[CH:32]=4)[CH:13]=3)[N:8]=[CH:7][C:6]=2[C:4]([CH:1]2[CH2:2][CH2:3]2)=[O:5])[CH2:22][CH2:21]1. (7) Given the reactants [F:1][C:2]1[CH:9]=[CH:8][C:5]([CH:6]=O)=[CH:4][CH:3]=1.[O-:10][CH2:11][CH3:12].[Na+].[CH2:14]([OH:16])[CH3:15].O, predict the reaction product. The product is: [F:1][C:2]1[CH:9]=[CH:8][C:5](/[CH:6]=[CH:12]/[C:11]([O:16][CH2:14][CH3:15])=[O:10])=[CH:4][CH:3]=1.